From a dataset of Forward reaction prediction with 1.9M reactions from USPTO patents (1976-2016). Predict the product of the given reaction. (1) Given the reactants [C:12]([O:11][C:9](O[C:9]([O:11][C:12]([CH3:15])([CH3:14])[CH3:13])=[O:10])=[O:10])([CH3:15])([CH3:14])[CH3:13].[CH3:16][O:17][C:18](=[O:27])[C:19]1[CH:24]=[CH:23][C:22]([NH2:25])=[C:21]([NH2:26])[CH:20]=1, predict the reaction product. The product is: [CH3:16][O:17][C:18](=[O:27])[C:19]1[CH:24]=[CH:23][C:22]([NH:25][C:9]([O:11][C:12]([CH3:15])([CH3:14])[CH3:13])=[O:10])=[C:21]([NH:26][C:9]([O:11][C:12]([CH3:13])([CH3:14])[CH3:15])=[O:10])[CH:20]=1. (2) Given the reactants Br[C:2]1[N:10]([CH2:11][CH:12]=[C:13]2[CH2:15][CH2:14]2)[C:9]2[C:8](=[O:16])[NH:7][CH:6]=[N:5][C:4]=2[C:3]=1[C:17]#[N:18].Br.Br[CH2:21][C:22]1[C:31]2[C:26](=[CH:27][CH:28]=[CH:29][CH:30]=2)[CH:25]=[CH:24][N:23]=1.C(OC(=O)[NH:38][C@H:39]1[CH2:44][CH2:43][CH2:42][NH:41][CH2:40]1)(C)(C)C, predict the reaction product. The product is: [NH2:38][C@H:39]1[CH2:44][CH2:43][CH2:42][N:41]([C:2]2[N:10]([CH2:11][CH:12]=[C:13]3[CH2:15][CH2:14]3)[C:9]3[C:8](=[O:16])[N:7]([CH2:21][C:22]4[C:31]5[C:26](=[CH:27][CH:28]=[CH:29][CH:30]=5)[CH:25]=[CH:24][N:23]=4)[CH:6]=[N:5][C:4]=3[C:3]=2[C:17]#[N:18])[CH2:40]1. (3) Given the reactants [CH2:1]1[C:13]2[C:5](=[C:6]3[N:11]([N:12]=2)[CH:10]=[CH:9][CH:8]=[CH:7]3)[CH2:4][NH:3][CH2:2]1.Cl[CH2:15][C:16]([N:18]1[CH2:23][CH2:22][N:21]([CH:24]2[CH2:27][CH2:26][CH2:25]2)[CH2:20][CH2:19]1)=[O:17].C([O-])([O-])=O.[K+].[K+].[Na+].[I-], predict the reaction product. The product is: [CH:24]1([N:21]2[CH2:22][CH2:23][N:18]([C:16](=[O:17])[CH2:15][N:3]3[CH2:4][C:5]4[C:13](=[N:12][N:11]5[C:6]=4[CH:7]=[CH:8][CH:9]=[CH:10]5)[CH2:1][CH2:2]3)[CH2:19][CH2:20]2)[CH2:27][CH2:26][CH2:25]1.